From a dataset of Full USPTO retrosynthesis dataset with 1.9M reactions from patents (1976-2016). Predict the reactants needed to synthesize the given product. (1) Given the product [O:3]=[C:4]1[N:10]([CH:11]2[CH2:16][CH2:15][N:14]([C:17]([O:19][C@H:20]([CH2:42][C:43]3[CH:48]=[C:47]([C:49]([F:51])([F:50])[F:52])[C:46]([NH2:53])=[C:45]([Cl:54])[CH:44]=3)[C:21]([N:23]3[CH2:24][CH2:25][CH:26]([N:29]4[CH2:30][CH2:31][CH:32]([CH2:35][CH2:36][C:37]([OH:39])=[O:38])[CH2:33][CH2:34]4)[CH2:27][CH2:28]3)=[O:22])=[O:18])[CH2:13][CH2:12]2)[CH2:9][CH2:8][C:7]2[CH:55]=[CH:56][CH:57]=[CH:58][C:6]=2[NH:5]1, predict the reactants needed to synthesize it. The reactants are: [Li+].[OH-].[O:3]=[C:4]1[N:10]([CH:11]2[CH2:16][CH2:15][N:14]([C:17]([O:19][C@H:20]([CH2:42][C:43]3[CH:48]=[C:47]([C:49]([F:52])([F:51])[F:50])[C:46]([NH2:53])=[C:45]([Cl:54])[CH:44]=3)[C:21]([N:23]3[CH2:28][CH2:27][CH:26]([N:29]4[CH2:34][CH2:33][CH:32]([CH2:35][CH2:36][C:37]([O:39]CC)=[O:38])[CH2:31][CH2:30]4)[CH2:25][CH2:24]3)=[O:22])=[O:18])[CH2:13][CH2:12]2)[CH2:9][CH2:8][C:7]2[CH:55]=[CH:56][CH:57]=[CH:58][C:6]=2[NH:5]1. (2) Given the product [CH3:28][S:29]([O:18][CH2:17][CH2:16][CH2:15][CH2:14][C:12]1[O:11][N:10]=[C:9]([C:6]2[CH:5]=[CH:4][C:3]([C:2]([F:1])([F:19])[F:20])=[CH:8][CH:7]=2)[CH:13]=1)(=[O:31])=[O:30], predict the reactants needed to synthesize it. The reactants are: [F:1][C:2]([F:20])([F:19])[C:3]1[CH:8]=[CH:7][C:6]([C:9]2[CH:13]=[C:12]([CH2:14][CH2:15][CH2:16][CH2:17][OH:18])[O:11][N:10]=2)=[CH:5][CH:4]=1.C(N(CC)CC)C.[CH3:28][S:29](Cl)(=[O:31])=[O:30].Cl.